From a dataset of Forward reaction prediction with 1.9M reactions from USPTO patents (1976-2016). Predict the product of the given reaction. (1) Given the reactants [NH2:1][C:2]1[CH:7]=[C:6]([Cl:8])[N:5]=[CH:4][N:3]=1.[F:9][C:10]([F:21])([F:20])[C:11]1[N:16]=[C:15]([C:17](Cl)=[O:18])[CH:14]=[CH:13][CH:12]=1.CCN(C(C)C)C(C)C, predict the reaction product. The product is: [Cl:8][C:6]1[N:5]=[CH:4][N:3]=[C:2]([NH:1][C:17]([C:15]2[CH:14]=[CH:13][CH:12]=[C:11]([C:10]([F:21])([F:9])[F:20])[N:16]=2)=[O:18])[CH:7]=1. (2) Given the reactants C(OC([N:8]1[CH2:17][CH2:16][C:15]2[C:11](=[C:12](OS(C(F)(F)F)(=O)=O)[N:13]([CH:18]3[CH2:21][CH2:20][CH2:19]3)[N:14]=2)[CH2:10][CH2:9]1)=O)(C)(C)C.[F:30][C:31]([F:42])([F:41])[C:32]1[CH:37]=[CH:36][C:35](B(O)O)=[CH:34][CH:33]=1, predict the reaction product. The product is: [CH:18]1([N:13]2[C:12]([C:35]3[CH:36]=[CH:37][C:32]([C:31]([F:42])([F:41])[F:30])=[CH:33][CH:34]=3)=[C:11]3[C:15]([CH2:16][CH2:17][NH:8][CH2:9][CH2:10]3)=[N:14]2)[CH2:19][CH2:20][CH2:21]1. (3) Given the reactants [CH2:1]([C:3]1[CH:8]=[CH:7][CH:6]=[CH:5][C:4]=1[CH2:9][CH3:10])[CH3:2].C=O.[BrH:13].[C:14](O)(=O)C, predict the reaction product. The product is: [Br:13][CH2:14][C:7]1[CH:6]=[CH:5][C:4]([CH2:9][CH3:10])=[C:3]([CH2:1][CH3:2])[CH:8]=1. (4) Given the reactants FC(F)(F)C(O)=O.[CH2:8]([C:10]1[C:18]2[C:13](=[CH:14][C:15]([F:19])=[CH:16][CH:17]=2)[N:12]([C:20]2[N:24]=[C:23]([CH:25]3[CH2:30][CH2:29][NH:28][CH2:27][CH2:26]3)[O:22][N:21]=2)[N:11]=1)[CH3:9].C(=O)([O-])[O-].[K+].[K+].Br[CH2:38][CH:39]1[CH2:44][CH2:43][N:42]([C:45]([O:47][C:48]([CH3:51])([CH3:50])[CH3:49])=[O:46])[CH2:41][CH2:40]1.[I-].[Na+], predict the reaction product. The product is: [CH2:8]([C:10]1[C:18]2[C:13](=[CH:14][C:15]([F:19])=[CH:16][CH:17]=2)[N:12]([C:20]2[N:24]=[C:23]([CH:25]3[CH2:30][CH2:29][N:28]([CH2:38][CH:39]4[CH2:44][CH2:43][N:42]([C:45]([O:47][C:48]([CH3:49])([CH3:51])[CH3:50])=[O:46])[CH2:41][CH2:40]4)[CH2:27][CH2:26]3)[O:22][N:21]=2)[N:11]=1)[CH3:9]. (5) Given the reactants C([O:5][C:6](=[O:19])[C:7]1[CH:12]=[C:11]([CH2:13][CH:14]([CH3:16])[CH3:15])[N:10]=[C:9]([CH2:17][CH3:18])[CH:8]=1)(C)(C)C.[ClH:20], predict the reaction product. The product is: [ClH:20].[CH2:17]([C:9]1[CH:8]=[C:7]([CH:12]=[C:11]([CH2:13][CH:14]([CH3:15])[CH3:16])[N:10]=1)[C:6]([OH:19])=[O:5])[CH3:18].